Dataset: Reaction yield outcomes from USPTO patents with 853,638 reactions. Task: Predict the reaction yield, written as a fraction of the theoretical maximum amount of product (1.0 means a 100% yield; for example, 0.34 means a 34% yield). (1) The reactants are [CH:1]1([CH2:6][CH:7]([C:11]2[CH:16]=[CH:15][C:14]([S:17]([CH3:20])(=[O:19])=[O:18])=[CH:13][CH:12]=2)[C:8]([OH:10])=O)[CH2:5][CH2:4][CH2:3][CH2:2]1.C1(P(C2C=CC=CC=2)C2C=CC=CC=2)C=CC=CC=1.BrN1C(=O)CCC1=O.[NH2:48][C:49]1[S:50][CH:51]=[CH:52][N:53]=1. The catalyst is C(Cl)Cl. The product is [CH:1]1([CH2:6][CH:7]([C:11]2[CH:16]=[CH:15][C:14]([S:17]([CH3:20])(=[O:19])=[O:18])=[CH:13][CH:12]=2)[C:8]([NH:48][C:49]2[S:50][CH:51]=[CH:52][N:53]=2)=[O:10])[CH2:2][CH2:3][CH2:4][CH2:5]1. The yield is 0.720. (2) The reactants are Cl[C:2]1[N:7]=[CH:6][N:5]=[C:4]([NH:8][C:9]2[CH:10]=[C:11]([CH:16]=[CH:17][CH:18]=2)[C:12]([O:14][CH3:15])=[O:13])[CH:3]=1.[O:19]([C:26]1[CH:32]=[CH:31][C:29]([NH2:30])=[CH:28][CH:27]=1)[C:20]1[CH:25]=[CH:24][CH:23]=[CH:22][CH:21]=1.C(O)(=O)C. The catalyst is C(O)C. The product is [O:19]([C:26]1[CH:27]=[CH:28][C:29]([NH:30][C:2]2[N:7]=[CH:6][N:5]=[C:4]([NH:8][C:9]3[CH:10]=[C:11]([CH:16]=[CH:17][CH:18]=3)[C:12]([O:14][CH3:15])=[O:13])[CH:3]=2)=[CH:31][CH:32]=1)[C:20]1[CH:25]=[CH:24][CH:23]=[CH:22][CH:21]=1. The yield is 0.660. (3) The reactants are [CH3:1][N:2]1[CH:6]=[CH:5][CH:4]=[C:3]1[C:7]1[C:11]2[CH:12]=[C:13]([N+:16]([O-])=O)[CH:14]=[CH:15][C:10]=2[S:9][N:8]=1.C(O)C.O.O.[Sn](Cl)Cl. The catalyst is C(OCC)(=O)C. The product is [NH2:16][C:13]1[CH:14]=[CH:15][C:10]2[S:9][N:8]=[C:7]([C:3]3[N:2]([CH3:1])[CH:6]=[CH:5][CH:4]=3)[C:11]=2[CH:12]=1. The yield is 0.846. (4) The reactants are [F:1][C:2]([F:13])([F:12])[C:3]1[C:11]2[CH2:10][CH2:9][CH2:8][CH2:7][C:6]=2[NH:5][N:4]=1.Br[CH2:15][CH2:16][NH:17][C:18](=[O:24])[O:19][C:20]([CH3:23])([CH3:22])[CH3:21].CN(C=O)C.CC(C)([O-])C.[K+]. The catalyst is O. The product is [F:13][C:2]([F:1])([F:12])[C:3]1[C:11]2[CH2:10][CH2:9][CH2:8][CH2:7][C:6]=2[N:5]([CH2:15][CH2:16][NH:17][C:18](=[O:24])[O:19][C:20]([CH3:23])([CH3:22])[CH3:21])[N:4]=1. The yield is 0.380. (5) No catalyst specified. The product is [Cl:1][S:2]([C:20]1[CH:21]=[CH:22][C:10]2[O:9][CH:8]([C:7]([F:24])([F:23])[F:6])[C:13]([C:14]([O:16][CH2:17][CH3:18])=[O:15])=[CH:12][C:11]=2[CH:19]=1)(=[O:5])=[O:3]. The reactants are [Cl:1][S:2]([OH:5])(=O)=[O:3].[F:6][C:7]([F:24])([F:23])[CH:8]1[C:13]([C:14]([O:16][CH2:17][CH3:18])=[O:15])=[CH:12][C:11]2[CH:19]=[CH:20][CH:21]=[CH:22][C:10]=2[O:9]1. The yield is 0.870. (6) The reactants are Br.[N+:2]([C:5]1[CH:10]=[CH:9][C:8]([CH2:11][C@@H:12]([C:14]2[N:15]=[C:16]([C:19]3[CH:24]=[CH:23][CH:22]=[CH:21][CH:20]=3)[S:17][CH:18]=2)[NH2:13])=[CH:7][CH:6]=1)([O-:4])=[O:3].C([O-])([O-])=O.[Ca+2].[C:30](Cl)(Cl)=[S:31]. The catalyst is C(Cl)(Cl)(Cl)Cl.O.C(Cl)Cl.O. The product is [N:13]([C@H:12]([C:14]1[N:15]=[C:16]([C:19]2[CH:20]=[CH:21][CH:22]=[CH:23][CH:24]=2)[S:17][CH:18]=1)[CH2:11][C:8]1[CH:7]=[CH:6][C:5]([N+:2]([O-:4])=[O:3])=[CH:10][CH:9]=1)=[C:30]=[S:31]. The yield is 0.930. (7) The reactants are Cl.[OH:2][CH2:3][CH2:4][C:5](=[NH:9])OCC.C(O)(=O)C.[CH:14]([NH2:16])=[NH:15].O.NN.[N:20]([O-])=O.[Na+].Cl. The catalyst is O. The product is [N:15]1[CH:14]=[N:16][N:9]=[C:5]([CH2:4][CH2:3][OH:2])[N:20]=1. The yield is 0.220. (8) The reactants are [S:1]1[C:5]([C@:6]([C@@H:14]2[CH2:19][CH2:18][CH2:17][N:16](C(OC(C)(C)C)=O)[CH2:15]2)([OH:13])[CH2:7][CH2:8][CH2:9][CH2:10][O:11][CH3:12])=[CH:4][C:3]2[CH:27]=[CH:28][CH:29]=[CH:30][C:2]1=2.[OH-].[Na+]. The catalyst is Cl.C(#N)C. The product is [S:1]1[C:5]([C@:6]([C@@H:14]2[CH2:19][CH2:18][CH2:17][NH:16][CH2:15]2)([OH:13])[CH2:7][CH2:8][CH2:9][CH2:10][O:11][CH3:12])=[CH:4][C:3]2[CH:27]=[CH:28][CH:29]=[CH:30][C:2]1=2. The yield is 0.830. (9) The reactants are [CH2:1]([C:3]1[NH:4][C:5](=[O:27])[C:6]([CH2:12][C:13]2[CH:18]=[CH:17][C:16]([C:19]3[C:20]([C:25]#[N:26])=[CH:21][CH:22]=[CH:23][CH:24]=3)=[CH:15][CH:14]=2)=[C:7]([CH2:9][CH2:10][CH3:11])[N:8]=1)[CH3:2].[N:28]1([C:34]2[CH:39]=[CH:38][C:37](B(O)O)=[CH:36][CH:35]=2)[CH2:33][CH2:32][O:31][CH2:30][CH2:29]1.C(N(CC)CC)C.N1C=CC=CC=1. The catalyst is ClCCl.C(OCC)(=O)C.C([O-])(=O)C.[Cu+2].C([O-])(=O)C. The product is [CH2:1]([C:3]1[N:4]([C:37]2[CH:36]=[CH:35][C:34]([N:28]3[CH2:29][CH2:30][O:31][CH2:32][CH2:33]3)=[CH:39][CH:38]=2)[C:5](=[O:27])[C:6]([CH2:12][C:13]2[CH:18]=[CH:17][C:16]([C:19]3[C:20]([C:25]#[N:26])=[CH:21][CH:22]=[CH:23][CH:24]=3)=[CH:15][CH:14]=2)=[C:7]([CH2:9][CH2:10][CH3:11])[N:8]=1)[CH3:2]. The yield is 0.730. (10) The reactants are Br[C:2]1[C:12]([N+:13]([O-:15])=[O:14])=[CH:11][CH:10]=[CH:9][C:3]=1[C:4]([O:6][CH2:7]C)=[O:5].[C:16]([O:20][C:21]([N:23]1[CH2:28][CH2:27][NH:26][CH2:25][CH2:24]1)=[O:22])([CH3:19])([CH3:18])[CH3:17].C([O-])([O-])=O.[Na+].[Na+]. The catalyst is C(O)CCC. The product is [C:16]([O:20][C:21]([N:23]1[CH2:28][CH2:27][N:26]([C:2]2[C:12]([N+:13]([O-:15])=[O:14])=[CH:11][CH:10]=[CH:9][C:3]=2[C:4]([O:6][CH3:7])=[O:5])[CH2:25][CH2:24]1)=[O:22])([CH3:19])([CH3:17])[CH3:18]. The yield is 0.720.